Task: Regression. Given two drug SMILES strings and cell line genomic features, predict the synergy score measuring deviation from expected non-interaction effect.. Dataset: NCI-60 drug combinations with 297,098 pairs across 59 cell lines Drug 1: CCC1(CC2CC(C3=C(CCN(C2)C1)C4=CC=CC=C4N3)(C5=C(C=C6C(=C5)C78CCN9C7C(C=CC9)(C(C(C8N6C=O)(C(=O)OC)O)OC(=O)C)CC)OC)C(=O)OC)O.OS(=O)(=O)O. Drug 2: COCCOC1=C(C=C2C(=C1)C(=NC=N2)NC3=CC=CC(=C3)C#C)OCCOC.Cl. Cell line: HOP-92. Synergy scores: CSS=16.1, Synergy_ZIP=0.119, Synergy_Bliss=4.25, Synergy_Loewe=1.05, Synergy_HSA=1.19.